Dataset: Full USPTO retrosynthesis dataset with 1.9M reactions from patents (1976-2016). Task: Predict the reactants needed to synthesize the given product. (1) Given the product [Si:14]([O:21][C@@H:22]1[C@@:39]2([CH3:40])[C:26](=[CH:27][CH:28]=[C:29]3[C@@H:38]2[CH2:37][CH2:36][C@@:34]2([CH3:35])[C@H:30]3[CH2:31][CH2:32][C@@H:33]2[CH2:41][O:42][CH2:43][CH2:44][C:45]([N:47]([CH3:48])[CH3:49])=[O:46])[CH2:25][C@@H:24]([O:50][Si:51]([C:54]([CH3:57])([CH3:56])[CH3:55])([CH3:52])[CH3:53])[CH2:23]1)([C:17]([CH3:20])([CH3:19])[CH3:18])([CH3:16])[CH3:15], predict the reactants needed to synthesize it. The reactants are: C1(N2C(=O)N=NC2=O)C=CC=CC=1.[Si:14]([O:21][C@@H:22]1[C@@:39]2([CH3:40])[C:26](=[CH:27][CH:28]=[C:29]3[C@@H:38]2[CH2:37][CH2:36][C@@:34]2([CH3:35])[C@H:30]3[CH2:31][CH2:32][C@@H:33]2[CH2:41][O:42][CH2:43][CH2:44][C:45]([N:47]([CH3:49])[CH3:48])=[O:46])[CH2:25][C@@H:24]([O:50][Si:51]([C:54]([CH3:57])([CH3:56])[CH3:55])([CH3:53])[CH3:52])[CH2:23]1)([C:17]([CH3:20])([CH3:19])[CH3:18])([CH3:16])[CH3:15]. (2) Given the product [CH2:8]([N:15]1[C:24]2[C:19](=[CH:20][CH:21]=[CH:22][N:23]=2)[C:18]([Cl:33])=[C:17]([S:26]([CH3:29])(=[O:28])=[O:27])[C:16]1=[O:30])[C:9]1[CH:14]=[CH:13][CH:12]=[CH:11][CH:10]=1, predict the reactants needed to synthesize it. The reactants are: C(N(CC)CC)C.[CH2:8]([N:15]1[C:24]2[C:19](=[CH:20][CH:21]=[CH:22][N:23]=2)[C:18](O)=[C:17]([S:26]([CH3:29])(=[O:28])=[O:27])[C:16]1=[O:30])[C:9]1[CH:14]=[CH:13][CH:12]=[CH:11][CH:10]=1.O=P(Cl)(Cl)[Cl:33]. (3) Given the product [Cl:1][C:2]1[NH:3][CH:4]=[C:5]2[C:10]=1[C:9](=[O:11])[N:8]([CH3:12])[C:7](=[O:13])[N:6]2[CH2:14][CH:15]([CH3:17])[CH3:16], predict the reactants needed to synthesize it. The reactants are: [Cl:1][C:2]1[N:3](CC2C=CC(OC)=CC=2)[CH:4]=[C:5]2[C:10]=1[C:9](=[O:11])[N:8]([CH3:12])[C:7](=[O:13])[N:6]2[CH2:14][CH:15]([CH3:17])[CH3:16].C(O)(C(F)(F)F)=O.C(S(O)(=O)=O)(F)(F)F. (4) Given the product [O:27]1[CH2:32][CH2:31][N:30]([CH2:33][CH2:34][C@@H:35]([NH:44][C:45]2[CH:50]=[CH:49][C:48]([S:51]([NH:54][C:11]3[C:12]4[CH2:19][N:18]([C:20]([O:22][C:23]([CH3:24])([CH3:25])[CH3:26])=[O:21])[CH2:17][C:13]=4[N:14]=[CH:15][N:16]=3)(=[O:52])=[O:53])=[CH:47][C:46]=2[S:55]([C:58]([F:61])([F:59])[F:60])(=[O:57])=[O:56])[CH2:36][S:37][C:38]2[CH:39]=[CH:40][CH:41]=[CH:42][CH:43]=2)[CH2:29][CH2:28]1, predict the reactants needed to synthesize it. The reactants are: N1(O[C:11]2[C:12]3[CH2:19][N:18]([C:20]([O:22][C:23]([CH3:26])([CH3:25])[CH3:24])=[O:21])[CH2:17][C:13]=3[N:14]=[CH:15][N:16]=2)C2C=CC=CC=2N=N1.[O:27]1[CH2:32][CH2:31][N:30]([CH2:33][CH2:34][C@@H:35]([NH:44][C:45]2[CH:50]=[CH:49][C:48]([S:51]([NH2:54])(=[O:53])=[O:52])=[CH:47][C:46]=2[S:55]([C:58]([F:61])([F:60])[F:59])(=[O:57])=[O:56])[CH2:36][S:37][C:38]2[CH:43]=[CH:42][CH:41]=[CH:40][CH:39]=2)[CH2:29][CH2:28]1.C(=O)([O-])[O-].[K+].[K+].